This data is from Full USPTO retrosynthesis dataset with 1.9M reactions from patents (1976-2016). The task is: Predict the reactants needed to synthesize the given product. (1) Given the product [C:1]1([C:7]2[CH2:11][CH:10]([CH2:12][CH2:13][CH2:14][CH2:15][N:26]3[CH2:27][CH2:28][N:23]([C:18]4[CH:19]=[CH:20][CH:21]=[CH:22][C:17]=4[CH3:29])[CH2:24][CH2:25]3)[O:9][N:8]=2)[CH:6]=[CH:5][CH:4]=[CH:3][CH:2]=1, predict the reactants needed to synthesize it. The reactants are: [C:1]1([C:7]2[CH2:11][CH:10]([CH2:12][CH2:13][CH2:14][CH:15]=O)[O:9][N:8]=2)[CH:6]=[CH:5][CH:4]=[CH:3][CH:2]=1.[C:17]1([CH3:29])[CH:22]=[CH:21][CH:20]=[CH:19][C:18]=1[N:23]1[CH2:28][CH2:27][NH:26][CH2:25][CH2:24]1.[BH-](OC(C)=O)(OC(C)=O)OC(C)=O.[Na+]. (2) Given the product [F:1][C:2]([F:16])([F:15])[C:3]1[CH:4]=[C:5]([CH:8]=[C:9]([C:11]([F:14])([F:13])[F:12])[CH:10]=1)[CH2:6][NH:17][CH2:18][C:19]1[C:20]([N:29]([CH2:32][CH:33]2[CH2:37][CH2:36][CH2:35][CH2:34]2)[CH2:30][CH3:31])=[N:21][C:22]2[CH2:23][CH2:24][CH2:25][CH2:26][C:27]=2[CH:28]=1, predict the reactants needed to synthesize it. The reactants are: [F:1][C:2]([F:16])([F:15])[C:3]1[CH:4]=[C:5]([CH:8]=[C:9]([C:11]([F:14])([F:13])[F:12])[CH:10]=1)[CH:6]=O.[NH2:17][CH2:18][C:19]1[C:20]([N:29]([CH2:32][CH:33]2[CH2:37][CH2:36][CH2:35][CH2:34]2)[CH2:30][CH3:31])=[N:21][C:22]2[CH2:23][CH2:24][CH2:25][CH2:26][C:27]=2[CH:28]=1.C(O)(=O)C.C([BH3-])#N.[Na+]. (3) Given the product [Cl:13][C:14]1[CH:15]=[C:16]([CH3:35])[C:17]2[NH:18][C:19](=[O:34])[C:20]3[CH:30]=[C:29]([CH2:31][CH2:32][O:33][C:37]4[CH:46]=[CH:45][CH:44]=[C:43]5[C:38]=4[CH:39]=[CH:40][CH:41]=[N:42]5)[CH:28]=[N:27][C:21]=3[N:22]([CH2:25][CH3:26])[C:23]=2[N:24]=1, predict the reactants needed to synthesize it. The reactants are: N(C(OCC)=O)=NC(OCC)=O.[Cl:13][C:14]1[CH:15]=[C:16]([CH3:35])[C:17]2[NH:18][C:19](=[O:34])[C:20]3[CH:30]=[C:29]([CH2:31][CH2:32][OH:33])[CH:28]=[N:27][C:21]=3[N:22]([CH2:25][CH3:26])[C:23]=2[N:24]=1.O[C:37]1[CH:46]=[CH:45][CH:44]=[C:43]2[C:38]=1[CH:39]=[CH:40][CH:41]=[N:42]2.C1C=CC(P(C2C=CC=CC=2)C2C=CC=CC=2)=CC=1. (4) Given the product [Br:1][C:2]1[CH:3]=[C:4]2[C:9](=[CH:10][CH:11]=1)[C:8]([CH3:13])([CH3:12])[C:7](=[O:14])[C:6]([C:15]([NH:17][CH2:18][C:19]([OH:21])=[O:20])=[O:16])=[C:5]2[OH:26], predict the reactants needed to synthesize it. The reactants are: [Br:1][C:2]1[CH:3]=[C:4]2[C:9](=[CH:10][CH:11]=1)[C:8]([CH3:13])([CH3:12])[C:7](=[O:14])[C:6]([C:15]([NH:17][CH2:18][C:19]([O:21]C(C)(C)C)=[O:20])=[O:16])=[C:5]2[OH:26].